Dataset: Forward reaction prediction with 1.9M reactions from USPTO patents (1976-2016). Task: Predict the product of the given reaction. (1) Given the reactants [NH2:1][C:2]([NH:4][C:5]([NH2:7])=[S:6])=S.CI.[CH3:10][O:11][C:12]1[CH:19]=[CH:18][CH:17]=[C:16]([O:20][CH3:21])[C:13]=1[CH2:14][NH2:15], predict the reaction product. The product is: [CH3:21][O:20][C:16]1[CH:17]=[CH:18][CH:19]=[C:12]([O:11][CH3:10])[C:13]=1[CH2:14][NH:15][C:2](=[NH:1])[NH:4][C:5]([NH2:7])=[S:6]. (2) The product is: [NH:54]([C:78]([O:80][C:81]([CH3:84])([CH3:83])[CH3:82])=[O:79])[C@H:55]([C:75]([OH:77])=[O:76])[CH2:56][NH:57][C:58]([O:60][CH2:61][CH:62]1[C:74]2[C:69](=[CH:70][CH:71]=[CH:72][CH:73]=2)[C:68]2[C:63]1=[CH:64][CH:65]=[CH:66][CH:67]=2)=[O:59].[CH2:20]([N-:19][CH2:1][CH2:2][CH2:3][CH2:4][CH2:5][CH2:6][CH2:7][CH2:8]/[CH:9]=[CH:10]\[CH2:11][CH2:12][CH2:13][CH2:14][CH2:15][CH2:16][CH2:17][CH3:18])[CH2:21][CH2:22][CH2:23][CH2:24][CH2:25][CH2:26][CH2:27][CH2:28][CH2:29][CH2:30][CH2:31][CH2:32][CH2:33][CH2:34][CH3:35]. Given the reactants [CH2:1]([NH:19][CH2:20][CH2:21][CH2:22][CH2:23][CH2:24][CH2:25][CH2:26][CH2:27][CH2:28][CH2:29][CH2:30][CH2:31][CH2:32][CH2:33][CH2:34][CH3:35])[CH2:2][CH2:3][CH2:4][CH2:5][CH2:6][CH2:7][CH2:8]/[CH:9]=[CH:10]\[CH2:11][CH2:12][CH2:13][CH2:14][CH2:15][CH2:16][CH2:17][CH3:18].CCOC1N(C(OCC)=O)C2C(=CC=CC=2)C=C1.[NH:54]([C:78]([O:80][C:81]([CH3:84])([CH3:83])[CH3:82])=[O:79])[C@H:55]([C:75]([OH:77])=[O:76])[CH2:56][NH:57][C:58]([O:60][CH2:61][CH:62]1[C:74]2[C:69](=[CH:70][CH:71]=[CH:72][CH:73]=2)[C:68]2[C:63]1=[CH:64][CH:65]=[CH:66][CH:67]=2)=[O:59].CCCCCC.C(OC(=O)C)C, predict the reaction product. (3) Given the reactants [C:1]([O:5][C:6](=[O:30])[C:7]([S:10][C:11]1[CH:16]=[CH:15][CH:14]=[C:13]([CH:17]=[CH:18][N:19]2[C:27](=[O:28])[C:26]3[C:21](=[CH:22][CH:23]=[CH:24][CH:25]=3)[C:20]2=[O:29])[CH:12]=1)([CH3:9])[CH3:8])([CH3:4])([CH3:3])[CH3:2], predict the reaction product. The product is: [C:1]([O:5][C:6](=[O:30])[C:7]([S:10][C:11]1[CH:16]=[CH:15][CH:14]=[C:13]([CH2:17][CH2:18][N:19]2[C:20](=[O:29])[C:21]3[C:26](=[CH:25][CH:24]=[CH:23][CH:22]=3)[C:27]2=[O:28])[CH:12]=1)([CH3:9])[CH3:8])([CH3:2])([CH3:3])[CH3:4]. (4) Given the reactants C([O:8][C:9]1[C:14]([CH2:15][N:16]2[CH2:25][CH2:24][C:23]3[C:18](=[C:19]([CH3:31])[C:20]([C:26]([N:28]([CH3:30])[CH3:29])=[O:27])=[CH:21][CH:22]=3)[C:17]2=[O:32])=[C:13]([CH3:33])[CH:12]=[C:11]([CH3:34])[N:10]=1)C1C=CC=CC=1, predict the reaction product. The product is: [CH3:33][C:13]1[CH:12]=[C:11]([CH3:34])[NH:10][C:9](=[O:8])[C:14]=1[CH2:15][N:16]1[CH2:25][CH2:24][C:23]2[C:18](=[C:19]([CH3:31])[C:20]([C:26]([N:28]([CH3:29])[CH3:30])=[O:27])=[CH:21][CH:22]=2)[C:17]1=[O:32].